From a dataset of Reaction yield outcomes from USPTO patents with 853,638 reactions. Predict the reaction yield, written as a fraction of the theoretical maximum amount of product (1.0 means a 100% yield; for example, 0.34 means a 34% yield). (1) The reactants are [CH3:1][O:2][C:3](=[O:25])[C:4]1[CH:9]=[C:8]([C:10]2[N:11]=[N:12][N:13]([CH2:15][Si](C)(C)C)[CH:14]=2)[C:7]([C:20]([F:23])([F:22])[F:21])=[CH:6][C:5]=1[NH2:24].CCCC[N+](CCCC)(CCCC)CCCC.[F-]. The catalyst is C1COCC1. The product is [CH3:1][O:2][C:3](=[O:25])[C:4]1[CH:9]=[C:8]([C:10]2[N:11]=[N:12][N:13]([CH3:15])[CH:14]=2)[C:7]([C:20]([F:23])([F:21])[F:22])=[CH:6][C:5]=1[NH2:24]. The yield is 0.710. (2) The reactants are [H-].[Na+].[C:3]([CH2:5][C:6]1[CH:23]=[CH:22][C:9]2[CH2:10][CH2:11][N:12]([C:15]([O:17][C:18]([CH3:21])([CH3:20])[CH3:19])=[O:16])[CH2:13][CH2:14][C:8]=2[CH:7]=1)#[N:4].Br[C:25]1[CH:30]=[CH:29][C:28]([Br:31])=[CH:27][N:26]=1. The catalyst is CN(C)C=O. The product is [Br:31][C:28]1[CH:29]=[CH:30][C:25]([CH:5]([C:3]#[N:4])[C:6]2[CH:23]=[CH:22][C:9]3[CH2:10][CH2:11][N:12]([C:15]([O:17][C:18]([CH3:21])([CH3:19])[CH3:20])=[O:16])[CH2:13][CH2:14][C:8]=3[CH:7]=2)=[N:26][CH:27]=1. The yield is 0.280.